From a dataset of Catalyst prediction with 721,799 reactions and 888 catalyst types from USPTO. Predict which catalyst facilitates the given reaction. (1) Reactant: [CH2:1]([O:8][C:9]1[N:14]=[C:13]([NH:15][CH2:16][C:17]2[CH:22]=[CH:21][C:20]([O:23][CH3:24])=[CH:19][C:18]=2[O:25][CH3:26])[CH:12]=[CH:11][N:10]=1)[C:2]1[CH:7]=[CH:6][CH:5]=[CH:4][CH:3]=1.[Cl:27][C:28]1[C:29]([F:39])=[CH:30][C:31]([F:38])=[C:32]([S:34](Cl)(=[O:36])=[O:35])[CH:33]=1.C[Si]([N-][Si](C)(C)C)(C)C.[Li+]. Product: [CH2:1]([O:8][C:9]1[N:14]=[C:13]([N:15]([CH2:16][C:17]2[CH:22]=[CH:21][C:20]([O:23][CH3:24])=[CH:19][C:18]=2[O:25][CH3:26])[S:34]([C:32]2[CH:33]=[C:28]([Cl:27])[C:29]([F:39])=[CH:30][C:31]=2[F:38])(=[O:36])=[O:35])[CH:12]=[CH:11][N:10]=1)[C:2]1[CH:7]=[CH:6][CH:5]=[CH:4][CH:3]=1. The catalyst class is: 1. (2) Reactant: [CH3:1][S:2]([CH:5]([C:7]1[CH:8]=[CH:9][C:10]([C:13]([F:16])([F:15])[F:14])=[N:11][CH:12]=1)[CH3:6])(=[NH:4])=[O:3].[N:17]#[C:18]Br. Product: [CH3:1][S:2](=[O:3])([CH:5]([C:7]1[CH:12]=[N:11][C:10]([C:13]([F:15])([F:16])[F:14])=[CH:9][CH:8]=1)[CH3:6])=[N:4][C:18]#[N:17]. The catalyst class is: 154. (3) Reactant: [C:1]1([CH3:11])[CH:6]=[CH:5][C:4]([CH2:7][C:8]([OH:10])=O)=[CH:3][CH:2]=1.C1N=CN(C(N2C=NC=C2)=O)C=1.Cl.[NH2:25][CH:26]1[CH2:31][CH2:30][N:29]([C:32]([C:34]2[CH:39]=[CH:38][N:37]=[CH:36][C:35]=2[NH:40][C:41]2[CH:46]=[CH:45][C:44]([I:47])=[CH:43][C:42]=2[F:48])=[O:33])[CH2:28][CH2:27]1.O. Product: [F:48][C:42]1[CH:43]=[C:44]([I:47])[CH:45]=[CH:46][C:41]=1[NH:40][C:35]1[CH:36]=[N:37][CH:38]=[CH:39][C:34]=1[C:32]([N:29]1[CH2:30][CH2:31][CH:26]([NH:25][C:8](=[O:10])[CH2:7][C:4]2[CH:3]=[CH:2][C:1]([CH3:11])=[CH:6][CH:5]=2)[CH2:27][CH2:28]1)=[O:33]. The catalyst class is: 16.